This data is from Forward reaction prediction with 1.9M reactions from USPTO patents (1976-2016). The task is: Predict the product of the given reaction. (1) Given the reactants [Cl:1][C:2]1[C:3]([F:20])=[C:4]([C:12]2[CH:17]=[C:16]([O:18]C)[N:15]=[CH:14][N:13]=2)[C:5]([C:8]([F:11])([F:10])[CH3:9])=[CH:6][CH:7]=1.CC(O)=O.Br, predict the reaction product. The product is: [Cl:1][C:2]1[C:3]([F:20])=[C:4]([C:12]2[N:13]=[CH:14][N:15]=[C:16]([OH:18])[CH:17]=2)[C:5]([C:8]([F:11])([F:10])[CH3:9])=[CH:6][CH:7]=1. (2) Given the reactants [C:1]([O:5][C:6]([O:8]C([O-])=O)=O)([CH3:4])([CH3:3])[CH3:2].[NH:12]1[CH2:15][CH:14]([C:16]([OH:18])=[O:17])[CH2:13]1.C(=O)([O-])[O-].[K+].[K+].Cl, predict the reaction product. The product is: [C:1]([O:5][C:6]([N:12]1[CH2:15][CH:14]([C:16]([OH:18])=[O:17])[CH2:13]1)=[O:8])([CH3:2])([CH3:3])[CH3:4]. (3) Given the reactants [CH2:1]([O:3][C:4]([C@H:6]1[CH2:8][C@@H:7]1[C:9]1[CH:14]=[CH:13][C:12]([O:15][C@H:16]2[C:24]3[C:19](=[C:20](B4OC(C)(C)C(C)(C)O4)[CH:21]=[CH:22][C:23]=3[F:25])[CH2:18][CH2:17]2)=[CH:11][CH:10]=1)=[O:5])[CH3:2].Br[C:36]1[C:41]([O:42][CH3:43])=[CH:40][CH:39]=[CH:38][N:37]=1.C(=O)([O-])[O-].[Cs+].[Cs+].C(O)(C(F)(F)F)=O, predict the reaction product. The product is: [F:25][C:23]1[CH:22]=[CH:21][C:20]([C:36]2[C:41]([O:42][CH3:43])=[CH:40][CH:39]=[CH:38][N:37]=2)=[C:19]2[C:24]=1[C@H:16]([O:15][C:12]1[CH:11]=[CH:10][C:9]([C@H:7]3[CH2:8][C@@H:6]3[C:4]([O:3][CH2:1][CH3:2])=[O:5])=[CH:14][CH:13]=1)[CH2:17][CH2:18]2. (4) Given the reactants [BH4-].[Na+].[C:3]1([C:9]2[CH:10]=[C:11]([CH:14]=[CH:15][CH:16]=2)[CH:12]=[O:13])[CH:8]=[CH:7][CH:6]=[CH:5][CH:4]=1, predict the reaction product. The product is: [C:3]1([C:9]2[CH:10]=[C:11]([CH2:12][OH:13])[CH:14]=[CH:15][CH:16]=2)[CH:4]=[CH:5][CH:6]=[CH:7][CH:8]=1. (5) Given the reactants [CH3:1][S:2][C:3]1[CH:8]=[CH:7][C:6]([C:9]2[CH2:10][CH2:11][N:12]([CH2:15][CH2:16][CH2:17][C:18]([NH:20][C:21]3[CH:29]=[CH:28][CH:27]=[CH:26][C:22]=3[C:23]([NH2:25])=[O:24])=[O:19])[CH2:13][CH:14]=2)=[CH:5][CH:4]=1.CO, predict the reaction product. The product is: [CH3:1][S:2][C:3]1[CH:4]=[CH:5][C:6]([CH:9]2[CH2:14][CH2:13][N:12]([CH2:15][CH2:16][CH2:17][C:18]([NH:20][C:21]3[CH:29]=[CH:28][CH:27]=[CH:26][C:22]=3[C:23]([NH2:25])=[O:24])=[O:19])[CH2:11][CH2:10]2)=[CH:7][CH:8]=1. (6) Given the reactants Br[C:2]1[C:3]([OH:17])=[C:4]([C:13]([O:15][CH3:16])=[O:14])[C:5]2[O:9][C:8]([F:11])([F:10])[O:7][C:6]=2[CH:12]=1.CN(C)C=O.[CH:23]#[C:24][CH3:25], predict the reaction product. The product is: [F:10][C:8]1([F:11])[O:7][C:6]2[C:5](=[C:4]([C:13]([O:15][CH3:16])=[O:14])[C:3]3[O:17][C:24]([CH3:25])=[CH:23][C:2]=3[CH:12]=2)[O:9]1. (7) Given the reactants Cl.[OH:2][CH2:3][C:4]1[N:5]=[CH:6][NH:7][CH:8]=1.[Si:9](Cl)([C:22]([CH3:25])([CH3:24])[CH3:23])([C:16]1[CH:21]=[CH:20][CH:19]=[CH:18][CH:17]=1)[C:10]1[CH:15]=[CH:14][CH:13]=[CH:12][CH:11]=1.O, predict the reaction product. The product is: [Si:9]([O:2][CH2:3][C:4]1[N:5]=[CH:6][NH:7][CH:8]=1)([C:22]([CH3:25])([CH3:24])[CH3:23])([C:16]1[CH:17]=[CH:18][CH:19]=[CH:20][CH:21]=1)[C:10]1[CH:15]=[CH:14][CH:13]=[CH:12][CH:11]=1.